Dataset: NCI-60 drug combinations with 297,098 pairs across 59 cell lines. Task: Regression. Given two drug SMILES strings and cell line genomic features, predict the synergy score measuring deviation from expected non-interaction effect. (1) Drug 1: CC=C1C(=O)NC(C(=O)OC2CC(=O)NC(C(=O)NC(CSSCCC=C2)C(=O)N1)C(C)C)C(C)C. Drug 2: CC1CCCC2(C(O2)CC(NC(=O)CC(C(C(=O)C(C1O)C)(C)C)O)C(=CC3=CSC(=N3)C)C)C. Cell line: U251. Synergy scores: CSS=85.3, Synergy_ZIP=3.66, Synergy_Bliss=3.07, Synergy_Loewe=3.78, Synergy_HSA=6.49. (2) Drug 1: CC1C(C(CC(O1)OC2CC(OC(C2O)C)OC3=CC4=CC5=C(C(=O)C(C(C5)C(C(=O)C(C(C)O)O)OC)OC6CC(C(C(O6)C)O)OC7CC(C(C(O7)C)O)OC8CC(C(C(O8)C)O)(C)O)C(=C4C(=C3C)O)O)O)O. Drug 2: C1=NC2=C(N1)C(=S)N=CN2. Cell line: HCT-15. Synergy scores: CSS=14.7, Synergy_ZIP=-8.61, Synergy_Bliss=-7.35, Synergy_Loewe=-21.7, Synergy_HSA=-7.01.